Predict which catalyst facilitates the given reaction. From a dataset of Catalyst prediction with 721,799 reactions and 888 catalyst types from USPTO. (1) Product: [CH2:39]([N:46]([CH2:47][CH2:48][OH:49])[C:16]1[C:17]2[CH2:23][N:22]([C:24]([O:26][C:27]([CH3:29])([CH3:28])[CH3:30])=[O:25])[CH2:21][CH2:20][C:18]=2[N:19]=[C:14]([NH:13][C:10]2[CH:9]=[CH:8][C:7]([N:3]3[CH:4]=[CH:5][N:6]=[C:2]3[CH3:1])=[CH:12][CH:11]=2)[N:15]=1)[C:40]1[CH:45]=[CH:44][CH:43]=[CH:42][CH:41]=1. The catalyst class is: 3. Reactant: [CH3:1][C:2]1[N:3]([C:7]2[CH:12]=[CH:11][C:10]([NH:13][C:14]3[N:15]=[C:16](OS(C(F)(F)F)(=O)=O)[C:17]4[CH2:23][N:22]([C:24]([O:26][C:27]([CH3:30])([CH3:29])[CH3:28])=[O:25])[CH2:21][CH2:20][C:18]=4[N:19]=3)=[CH:9][CH:8]=2)[CH:4]=[CH:5][N:6]=1.[CH2:39]([NH:46][CH2:47][CH2:48][OH:49])[C:40]1[CH:45]=[CH:44][CH:43]=[CH:42][CH:41]=1. (2) Reactant: Cl.Cl.Cl.[CH3:4][C:5]1[C:9]([C:10]2[C:19]3[O:18][CH2:17][C@H:16]([C:20]4[CH:25]=[CH:24][CH:23]=[CH:22][N:21]=4)[N:15]4[C:26]([N:28]5[CH2:33][CH2:32][NH:31][CH2:30][CH2:29]5)=[N:27][C:13]([C:14]=34)=[CH:12][CH:11]=2)=[C:8]([CH3:34])[O:7][N:6]=1.C(=O)([O-])[O-].[K+].[K+].Cl[CH2:42][C:43]([N:45]([CH3:47])[CH3:46])=[O:44]. Product: [CH3:4][C:5]1[C:9]([C:10]2[C:19]3[O:18][CH2:17][C@H:16]([C:20]4[CH:25]=[CH:24][CH:23]=[CH:22][N:21]=4)[N:15]4[C:26]([N:28]5[CH2:33][CH2:32][N:31]([CH2:42][C:43]([N:45]([CH3:47])[CH3:46])=[O:44])[CH2:30][CH2:29]5)=[N:27][C:13]([C:14]=34)=[CH:12][CH:11]=2)=[C:8]([CH3:34])[O:7][N:6]=1. The catalyst class is: 61. (3) Reactant: [OH-].[Na+].[CH2:3]([O:7][C:8]1[CH:13]=[C:12](/[CH:14]=[C:15](\[O:20][CH3:21])/[C:16]([O:18]C)=[O:17])[CH:11]=[CH:10][C:9]=1[C:22]1[CH:27]=[CH:26][CH:25]=[C:24]([N:28]([CH3:37])[C:29]([NH:31][CH2:32][CH2:33][CH2:34][CH2:35][CH3:36])=[O:30])[CH:23]=1)[CH2:4][CH2:5][CH3:6].Cl.O. Product: [CH2:3]([O:7][C:8]1[CH:13]=[C:12](/[CH:14]=[C:15](\[O:20][CH3:21])/[C:16]([OH:18])=[O:17])[CH:11]=[CH:10][C:9]=1[C:22]1[CH:27]=[CH:26][CH:25]=[C:24]([N:28]([CH3:37])[C:29]([NH:31][CH2:32][CH2:33][CH2:34][CH2:35][CH3:36])=[O:30])[CH:23]=1)[CH2:4][CH2:5][CH3:6]. The catalyst class is: 54. (4) Reactant: [Br:1][C:2]1[N:7]=[CH:6][C:5]([OH:8])=[CH:4][CH:3]=1.C(=O)([O-])[O-].[K+].[K+].[CH2:15](Br)[C:16]1[CH:21]=[CH:20][CH:19]=[CH:18][CH:17]=1.O. Product: [Br:1][C:2]1[CH:3]=[CH:4][C:5]([O:8][CH2:15][C:16]2[CH:21]=[CH:20][CH:19]=[CH:18][CH:17]=2)=[CH:6][N:7]=1. The catalyst class is: 3. (5) Reactant: [Cl:1][C:2]1[C:10]2[N:9]=[C:8]3[N:11]([C:16]4[N:21]=[CH:20][C:19](C#N)=[CH:18][C:17]=4[CH3:24])[CH2:12][CH2:13][CH2:14][CH2:15][N:7]3[C:6]=2[C:5]([CH:25]([CH2:28][CH3:29])[CH2:26][CH3:27])=[CH:4][CH:3]=1.[CH3:30][Li].Cl.[C:33](=[O:36])(O)[O-].[Na+]. Product: [Cl:1][C:2]1[C:10]2[N:9]=[C:8]3[N:11]([C:16]4[N:21]=[CH:20][C:19]([C:33](=[O:36])[CH3:30])=[CH:18][C:17]=4[CH3:24])[CH2:12][CH2:13][CH2:14][CH2:15][N:7]3[C:6]=2[C:5]([CH:25]([CH2:26][CH3:27])[CH2:28][CH3:29])=[CH:4][CH:3]=1. The catalyst class is: 7. (6) Reactant: [F:1][C:2]1[CH:7]=[CH:6][CH:5]=[CH:4][C:3]=1[CH2:8][C:9]#[N:10].C(N(CC)CC)C.[Cl-].[OH:19][NH3+:20]. Product: [F:1][C:2]1[CH:7]=[CH:6][CH:5]=[CH:4][C:3]=1[CH2:8][C:9]([NH:20][OH:19])=[NH:10]. The catalyst class is: 8.